From a dataset of Reaction yield outcomes from USPTO patents with 853,638 reactions. Predict the reaction yield, written as a fraction of the theoretical maximum amount of product (1.0 means a 100% yield; for example, 0.34 means a 34% yield). (1) The reactants are [CH2:1]([O:3][C:4](=[O:18])[CH:5]=[CH:6][C:7]1[C:11]2[CH:12]=[C:13]([CH:16]=[O:17])[CH:14]=[CH:15][C:10]=2[O:9][CH:8]=1)[CH3:2]. The catalyst is CCOC(C)=O.[Pd]. The product is [CH2:1]([O:3][C:4](=[O:18])[CH2:5][CH2:6][C:7]1[C:11]2[CH:12]=[C:13]([CH:16]=[O:17])[CH:14]=[CH:15][C:10]=2[O:9][CH:8]=1)[CH3:2]. The yield is 0.800. (2) The reactants are [C:1]([O:5][C:6](=[O:41])[CH2:7][CH2:8][CH2:9][CH2:10][N:11]1[C:17]2[CH:18]=[CH:19][C:20](I)=[CH:21][C:16]=2[C:15](=[O:23])[N:14]([C@@H:24]([C:26]2[CH:31]=[CH:30][C:29]([Cl:32])=[CH:28][CH:27]=2)[CH3:25])[C@@H:13]([C:33]2[CH:38]=[CH:37][C:36]([Cl:39])=[CH:35][CH:34]=2)[C:12]1=[O:40])([CH3:4])([CH3:3])[CH3:2].C(N(CC)CC)C.[CH3:49][OH:50].CN([CH:54]=[O:55])C. No catalyst specified. The product is [C:1]([O:5][C:6](=[O:41])[CH2:7][CH2:8][CH2:9][CH2:10][N:11]1[C:17]2[CH:18]=[CH:19][C:20]([C:49]([O:55][CH3:54])=[O:50])=[CH:21][C:16]=2[C:15](=[O:23])[N:14]([C@@H:24]([C:26]2[CH:31]=[CH:30][C:29]([Cl:32])=[CH:28][CH:27]=2)[CH3:25])[C@@H:13]([C:33]2[CH:38]=[CH:37][C:36]([Cl:39])=[CH:35][CH:34]=2)[C:12]1=[O:40])([CH3:4])([CH3:3])[CH3:2]. The yield is 0.830. (3) The product is [NH2:11][C:10]1[S:12][C:32]([CH2:31][CH2:30][CH2:29][CH2:28][N:26]2[CH:27]=[C:22]3[CH:21]=[C:20]([CH2:13][C:14]4[CH:19]=[CH:18][CH:17]=[CH:16][CH:15]=4)[NH:35][C:23]3=[N:24][C:25]2=[O:34])=[N:9][N:8]=1. The reactants are C(O)(C(F)(F)F)=O.[NH:8]([C:10](=[S:12])[NH2:11])[NH2:9].[CH2:13]([C:20]1[NH:35][C:23]2=[N:24][C:25](=[O:34])[N:26]([CH2:28][CH2:29][CH2:30][CH2:31][C:32]#N)[CH:27]=[C:22]2[CH:21]=1)[C:14]1[CH:19]=[CH:18][CH:17]=[CH:16][CH:15]=1. The yield is 0.940. No catalyst specified. (4) The reactants are Cl.C(O[C:7](=O)[N:8]([CH:10]1[CH2:15][CH2:14][CH:13]([N:16]([C:34]([C:36]2[S:40][C:39]3[CH:41]=[CH:42][CH:43]=[CH:44][C:38]=3[C:37]=2[Cl:45])=[O:35])[CH2:17][C:18]2[CH:19]=[C:20]([C:26]3[CH:31]=[CH:30][C:29]([C:32]#[N:33])=[CH:28][CH:27]=3)[C:21]([O:24][CH3:25])=[CH:22][CH:23]=2)[CH2:12][CH2:11]1)C)(C)(C)C.C(O)C. The catalyst is C(OC)(C)(C)C. The product is [ClH:45].[C:32]([C:29]1[CH:30]=[CH:31][C:26]([C:20]2[C:21]([O:24][CH3:25])=[CH:22][CH:23]=[C:18]([CH2:17][N:16]([CH:13]3[CH2:12][CH2:11][CH:10]([NH:8][CH3:7])[CH2:15][CH2:14]3)[C:34]([C:36]3[S:40][C:39]4[CH:41]=[CH:42][CH:43]=[CH:44][C:38]=4[C:37]=3[Cl:45])=[O:35])[CH:19]=2)=[CH:27][CH:28]=1)#[N:33]. The yield is 0.990. (5) The reactants are C1(P(C2CCCCC2)C2C=CC=CC=2C2C=CC=CC=2)CCCCC1.[CH3:26][O:27][C:28]1[CH:29]=[C:30]([NH2:40])[CH:31]=[CH:32][C:33]=1[N:34]1[CH:38]=[N:37][C:36]([CH3:39])=[N:35]1.[CH2:41]([C:48]1[CH:53]=[C:52]([CH3:54])[N:51]=[C:50](Cl)[N:49]=1)[C:42]1[CH:47]=[CH:46][CH:45]=[CH:44][CH:43]=1.O. The catalyst is O1CCOCC1.C([O-])(=O)C.[Pd+2].C([O-])(=O)C. The product is [CH2:41]([C:48]1[CH:53]=[C:52]([CH3:54])[N:51]=[C:50]([NH:40][C:30]2[CH:31]=[CH:32][C:33]([N:34]3[CH:38]=[N:37][C:36]([CH3:39])=[N:35]3)=[C:28]([O:27][CH3:26])[CH:29]=2)[N:49]=1)[C:42]1[CH:43]=[CH:44][CH:45]=[CH:46][CH:47]=1. The yield is 0.300. (6) The yield is 0.540. The catalyst is C1COCC1.O. The product is [CH3:15][C:13]1[CH:14]=[C:9]([CH:10]=[CH:11][C:12]=1[N+:16]([O-:18])=[O:17])[O:7][CH:5]1[CH2:6][O:3][CH2:4]1. The reactants are [H-].[Na+].[O:3]1[CH2:6][CH:5]([OH:7])[CH2:4]1.F[C:9]1[CH:10]=[CH:11][C:12]([N+:16]([O-:18])=[O:17])=[C:13]([CH3:15])[CH:14]=1.